From a dataset of Reaction yield outcomes from USPTO patents with 853,638 reactions. Predict the reaction yield, written as a fraction of the theoretical maximum amount of product (1.0 means a 100% yield; for example, 0.34 means a 34% yield). The reactants are [Cl:1][C:2]1[CH:7]=[CH:6][C:5]([O:8][C:9]2[CH:14]=[CH:13][C:12]([CH2:15][S:16][C:17]3[NH:18][CH:19]=[C:20]([CH2:24]O)[C:21](=[O:23])[N:22]=3)=[CH:11][CH:10]=2)=[CH:4][C:3]=1[C:26]([F:29])([F:28])[F:27].CC(OC(/N=N/C(O[CH:41]([CH3:43])[CH3:42])=O)=O)C.C1(P(C2C=CC=CC=2)C2C=CC=CC=2)C=CC=CC=1.[NH:63]1CCN[CH2:65][CH2:64]1. The catalyst is CN(C=O)C. The product is [Cl:1][C:2]1[CH:7]=[CH:6][C:5]([O:8][C:9]2[CH:10]=[CH:11][C:12]([CH2:15][S:16][C:17]3[NH:18][CH:19]=[C:20]([CH2:24][N:63]4[CH2:42][CH2:41][CH2:43][CH2:65][CH2:64]4)[C:21](=[O:23])[N:22]=3)=[CH:13][CH:14]=2)=[CH:4][C:3]=1[C:26]([F:27])([F:28])[F:29]. The yield is 0.477.